Dataset: Catalyst prediction with 721,799 reactions and 888 catalyst types from USPTO. Task: Predict which catalyst facilitates the given reaction. (1) Reactant: [NH2:1][C:2]1[CH:3]=[C:4]([OH:11])[C:5](=[CH:9][CH:10]=1)[C:6]([OH:8])=[O:7].[NH+]1C=CC=CC=1.CN(C)CCCN=C=NCC.Cl.[CH2:30](O)[C:31]1[CH:36]=[CH:35][CH:34]=[CH:33][CH:32]=1.[OH-].[Na+]. Product: [CH2:30]([O:7][C:6](=[O:8])[C:5]1[CH:9]=[CH:10][C:2]([NH2:1])=[CH:3][C:4]=1[OH:11])[C:31]1[CH:36]=[CH:35][CH:34]=[CH:33][CH:32]=1. The catalyst class is: 34. (2) Reactant: [CH3:1][NH:2][C:3]1[N:8]=[C:7]([CH2:9][CH2:10][O:11][C:12]2[CH:17]=[CH:16][C:15]([CH2:18][CH2:19][CH2:20][C:21]([O:23]C)=[O:22])=[CH:14][CH:13]=2)[CH:6]=[CH:5][CH:4]=1.[Li+].[OH-]. Product: [CH3:1][NH:2][C:3]1[N:8]=[C:7]([CH2:9][CH2:10][O:11][C:12]2[CH:17]=[CH:16][C:15]([CH2:18][CH2:19][CH2:20][C:21]([OH:23])=[O:22])=[CH:14][CH:13]=2)[CH:6]=[CH:5][CH:4]=1. The catalyst class is: 20. (3) Reactant: [C:1]([C:5]1[CH:10]=[CH:9][C:8]([NH:11][C:12](=[O:15])[O:13][CH3:14])=[CH:7][CH:6]=1)(=[O:4])[CH2:2][CH3:3].[Br-:16].[Br-].[Br-].[NH+]1C=CC=CC=1.[NH+]1C=CC=CC=1.[NH+]1C=CC=CC=1.Br. Product: [Br:16][CH:2]([CH3:3])[C:1]([C:5]1[CH:10]=[CH:9][C:8]([NH:11][C:12](=[O:15])[O:13][CH3:14])=[CH:7][CH:6]=1)=[O:4]. The catalyst class is: 15. (4) The catalyst class is: 4. Reactant: C(OC(=O)[NH:7][CH:8]1[CH2:12][CH2:11][CH2:10][C:9]1([OH:14])[CH3:13])(C)(C)C.[ClH:16].O1CCOCC1. Product: [ClH:16].[NH2:7][CH:8]1[CH2:12][CH2:11][CH2:10][C:9]1([CH3:13])[OH:14].